Dataset: Reaction yield outcomes from USPTO patents with 853,638 reactions. Task: Predict the reaction yield, written as a fraction of the theoretical maximum amount of product (1.0 means a 100% yield; for example, 0.34 means a 34% yield). (1) The reactants are [Si:1]([O:8][C@@H:9]([C@H:14]1[CH2:18][O:17][C:16]([CH3:20])([CH3:19])[N:15]1[C:21]([O:23][C:24]([CH3:27])([CH3:26])[CH3:25])=[O:22])[C@@H:10]([CH3:13])[CH2:11]O)([C:4]([CH3:7])([CH3:6])[CH3:5])([CH3:3])[CH3:2].CC(OC(/N=N/C(OC(C)C)=O)=O)C.C1C=CC(P(C2C=CC=CC=2)C2C=CC=CC=2)=CC=1.C1C=CC(P([N:75]=[N+:76]=[N-:77])(C2C=CC=CC=2)=O)=CC=1. The catalyst is C1COCC1. The product is [N:75]([CH2:11][C@H:10]([CH3:13])[C@H:9]([C@H:14]1[CH2:18][O:17][C:16]([CH3:20])([CH3:19])[N:15]1[C:21]([O:23][C:24]([CH3:27])([CH3:26])[CH3:25])=[O:22])[O:8][Si:1]([C:4]([CH3:7])([CH3:6])[CH3:5])([CH3:3])[CH3:2])=[N+:76]=[N-:77]. The yield is 0.860. (2) The reactants are [CH2:1]([C@:3]12[CH2:19][CH2:18][C:17](=[O:20])[CH:16]=[C:4]1[CH2:5][CH2:6][CH2:7][C:8]1[CH:13]=[C:12]([O:14]C)[CH:11]=[CH:10][C:9]=12)[CH3:2].[CH2:21]([C@@:23]12[CH2:39][CH2:38][C:37](=[O:40])[CH:36]=[C:24]1[CH2:25][CH2:26][CH2:27][C:28]1[CH:33]=[C:32]([O:34]C)[CH:31]=[CH:30][C:29]=12)[CH3:22].N1C=CC=CC=1.[H][H]. The catalyst is C1COCC1.[Pd]. The product is [CH2:1]([C@:3]12[CH2:19][CH2:18][C:17](=[O:20])[CH2:16][C@H:4]1[CH2:5][CH2:6][CH2:7][C:8]1[CH:13]=[C:12]([OH:14])[CH:11]=[CH:10][C:9]=12)[CH3:2].[CH2:21]([C@@:23]12[CH2:39][CH2:38][C:37](=[O:40])[CH2:36][C@@H:24]1[CH2:25][CH2:26][CH2:27][C:28]1[CH:33]=[C:32]([OH:34])[CH:31]=[CH:30][C:29]=12)[CH3:22]. The yield is 0.570. (3) The reactants are [Cl:1][C:2]1[CH:28]=[CH:27][CH:26]=[C:25]([Cl:29])[C:3]=1[CH2:4][C:5]1[N:9]([CH2:10][C:11]2[CH:20]=[CH:19][C:14]([C:15]([O:17]C)=[O:16])=[CH:13][CH:12]=2)[C:8]2[CH:21]=[CH:22][CH:23]=[CH:24][C:7]=2[N:6]=1.C1COCC1.[OH-].[Li+]. The catalyst is O.CO. The product is [Cl:1][C:2]1[CH:28]=[CH:27][CH:26]=[C:25]([Cl:29])[C:3]=1[CH2:4][C:5]1[N:9]([CH2:10][C:11]2[CH:20]=[CH:19][C:14]([C:15]([OH:17])=[O:16])=[CH:13][CH:12]=2)[C:8]2[CH:21]=[CH:22][CH:23]=[CH:24][C:7]=2[N:6]=1. The yield is 0.830. (4) The reactants are [N:1]1[C:10]2[C:5](=[CH:6][C:7]3[O:14][CH2:13][CH2:12][O:11][C:8]=3[CH:9]=2)[C:4](=O)[NH:3][CH:2]=1.O=P(Cl)(Cl)[Cl:18]. The catalyst is C1(C)C=CC=CC=1. The product is [Cl:18][C:4]1[C:5]2[C:10](=[CH:9][C:8]3[O:11][CH2:12][CH2:13][O:14][C:7]=3[CH:6]=2)[N:1]=[CH:2][N:3]=1. The yield is 0.940. (5) The reactants are [Cl:1][C:2]1[CH:3]=[C:4]([CH:26]=[CH:27][C:28]=1[O:29][CH3:30])[CH2:5][NH:6][C:7]1[C:12]([C:13]([NH:15][CH2:16][C:17]2N=CC=CN=2)=[O:14])=[CH:11][N:10]=[C:9](S(C)=O)[N:8]=1.C(N([CH2:36][CH3:37])CC)C.Cl.[O:39]=[C:40]1[CH2:46][CH:45]2[NH:47][CH:42]([CH2:43][CH2:44]2)[CH2:41]1.[CH2:48]1[CH2:52]OC[CH2:49]1. No catalyst specified. The product is [CH2:16]([NH:15][C:13]([C:12]1[C:7]([NH:6][CH2:5][C:4]2[CH:26]=[CH:27][C:28]([O:29][CH3:30])=[C:2]([Cl:1])[CH:3]=2)=[N:8][C:9]([N:47]2[CH:45]3[CH2:44][CH2:43][CH:42]2[CH2:41][C:40](=[O:39])[CH2:46]3)=[N:10][CH:11]=1)=[O:14])[C:17]1[CH:37]=[CH:36][CH:52]=[CH:48][CH:49]=1. The yield is 0.240. (6) The reactants are Br[C:2]1[CH:7]=[C:6](C)[CH:5]=[CH:4][N:3]=1.[CH3:9]N(CCN(C)C)C.[Si:17]([C:21]#[CH:22])([CH3:20])([CH3:19])[CH3:18]. The catalyst is C1COCC1.[Cu](I)I. The product is [CH3:9][C:4]1[CH:5]=[CH:6][CH:7]=[C:2]([C:22]#[C:21][Si:17]([CH3:20])([CH3:19])[CH3:18])[N:3]=1. The yield is 0.650.